Dataset: Full USPTO retrosynthesis dataset with 1.9M reactions from patents (1976-2016). Task: Predict the reactants needed to synthesize the given product. (1) The reactants are: [Cl:1][C:2]1[CH:3]=[N:4][CH:5]=[C:6]([Cl:30])[C:7]=1[NH:8][C:9]([C:11]1[C:23]2[C:22]3[C:17](=[CH:18][CH:19]=[C:20]([N+:24]([O-])=O)[CH:21]=3)[N:16]([CH3:27])[C:15]=2[C:14]([O:28][CH3:29])=[CH:13][CH:12]=1)=[O:10].CO. Given the product [Cl:1][C:2]1[CH:3]=[N:4][CH:5]=[C:6]([Cl:30])[C:7]=1[NH:8][C:9]([C:11]1[C:23]2[C:22]3[C:17](=[CH:18][CH:19]=[C:20]([NH2:24])[CH:21]=3)[N:16]([CH3:27])[C:15]=2[C:14]([O:28][CH3:29])=[CH:13][CH:12]=1)=[O:10], predict the reactants needed to synthesize it. (2) Given the product [C:73]([N:67]1[C@@H:66]([CH3:65])[CH2:71][N:70]([CH2:27][C:26]2[CH:25]=[CH:24][C:23]([C:21](=[O:22])/[CH:20]=[CH:19]/[C:16]3[CH:15]=[CH:14][C:13](/[CH:12]=[CH:11]/[C:9]([NH:8][OH:7])=[O:10])=[CH:18][CH:17]=3)=[CH:34][CH:33]=2)[CH2:69][C@H:68]1[CH3:72])(=[O:75])[CH3:74], predict the reactants needed to synthesize it. The reactants are: O1CCCCC1[O:7][NH:8][C:9](/[CH:11]=[CH:12]/[C:13]1[CH:18]=[CH:17][C:16](/[CH:19]=[CH:20]/[C:21]([C:23]2[CH:34]=[CH:33][C:26]([CH2:27]OS(C)(=O)=O)=[CH:25][CH:24]=2)=[O:22])=[CH:15][CH:14]=1)=[O:10].ClCC1C=CC(C(=O)/C=C/C2C=CC(/C=C/C(NOC3CCCCO3)=O)=CC=2)=CC=1.[CH3:65][C@@H:66]1[CH2:71][NH:70][CH2:69][C@H:68]([CH3:72])[N:67]1[C:73](=[O:75])[CH3:74]. (3) Given the product [CH2:42]([C:26]1([C:23]2[CH:24]=[CH:25][C:20]3[S:19][C:18]4[CH:40]=[CH:41][C:15]([C:13]5([CH2:47][CH2:48][CH2:49][CH3:50])[C:14]6[CH:1]=[CH:2][CH:3]=[CH:4][C:5]=6[O:6][C:7]6[C:12]5=[CH:11][CH:10]=[CH:9][CH:8]=6)=[CH:16][C:17]=4[C:21]=3[CH:22]=2)[C:39]2[CH:38]=[CH:37][CH:36]=[CH:35][C:34]=2[O:33][C:32]2[C:27]1=[CH:28][CH:29]=[CH:30][CH:31]=2)[CH2:43][CH2:44][CH3:45], predict the reactants needed to synthesize it. The reactants are: [CH:1]1[C:14]2[CH:13]([C:15]3[CH:41]=[CH:40][C:18]4[S:19][C:20]5[CH:25]=[CH:24][C:23]([CH:26]6[C:39]7[CH:38]=[CH:37][CH:36]=[CH:35][C:34]=7[O:33][C:32]7[C:27]6=[CH:28][CH:29]=[CH:30][CH:31]=7)=[CH:22][C:21]=5[C:17]=4[CH:16]=3)[C:12]3[C:7](=[CH:8][CH:9]=[CH:10][CH:11]=3)[O:6][C:5]=2[CH:4]=[CH:3][CH:2]=1.[CH2:42]([Li])[CH2:43][CH2:44][CH3:45].[CH2:47](I)[CH2:48][CH2:49][CH3:50]. (4) The reactants are: [CH2:1]([O:3][C:4]([C:6]1[S:10][C:9](N)=[N:8][C:7]=1[CH:12]([CH3:14])[CH3:13])=[O:5])[CH3:2].[Br-:15].[Na+].S(=O)(=O)(O)O.N([O-])=O.[Na+]. Given the product [CH2:1]([O:3][C:4]([C:6]1[S:10][C:9]([Br:15])=[N:8][C:7]=1[CH:12]([CH3:14])[CH3:13])=[O:5])[CH3:2], predict the reactants needed to synthesize it. (5) Given the product [F:2][C:11]1[CH:12]=[N:13][C:14]2[C:19]([CH:20]=1)=[CH:18][C:17]([O:21][CH3:22])=[CH:16][CH:15]=2, predict the reactants needed to synthesize it. The reactants are: B(F)(F)[F:2].CCOCC.N[C:11]1[CH:12]=[N:13][C:14]2[C:19]([CH:20]=1)=[CH:18][C:17]([O:21][CH3:22])=[CH:16][CH:15]=2.C(ON=O)(C)(C)C.ClC1C=CC=CC=1Cl. (6) The reactants are: CN1C(=O)CCC1.[CH3:8][O:9][C:10]1[CH:11]=[C:12]([NH:18][C:19]2[N:24]=[C:23](SC)[N:22]3[CH:27]=[CH:28][N:29]=[C:21]3[C:20]=2[C:30]([NH2:32])=[O:31])[CH:13]=[C:14]([O:16][CH3:17])[CH:15]=1.[NH2:33][CH2:34][C:35]1[CH:36]=[C:37]([CH:39]=[CH:40][CH:41]=1)[NH2:38].CCN(C(C)C)C(C)C. Given the product [NH2:38][C:37]1[CH:36]=[C:35]([CH:41]=[CH:40][CH:39]=1)[CH2:34][NH:33][C:23]1[N:22]2[CH:27]=[CH:28][N:29]=[C:21]2[C:20]([C:30]([NH2:32])=[O:31])=[C:19]([NH:18][C:12]2[CH:11]=[C:10]([O:9][CH3:8])[CH:15]=[C:14]([O:16][CH3:17])[CH:13]=2)[N:24]=1, predict the reactants needed to synthesize it.